The task is: Regression/Classification. Given a drug SMILES string, predict its absorption, distribution, metabolism, or excretion properties. Task type varies by dataset: regression for continuous measurements (e.g., permeability, clearance, half-life) or binary classification for categorical outcomes (e.g., BBB penetration, CYP inhibition). Dataset: cyp2d6_veith.. This data is from CYP2D6 inhibition data for predicting drug metabolism from PubChem BioAssay. (1) The compound is COc1ccccc1CN1CCC2(CC1)CCN(C(=O)c1csnn1)CC2. The result is 1 (inhibitor). (2) The molecule is O=C(c1ccco1)N1CCC2(CC1)CCN(c1ccncc1)CC2. The result is 1 (inhibitor). (3) The compound is C[C@H](CN(C)C)C(=O)c1ccccc1C(=O)O. The result is 0 (non-inhibitor). (4) The molecule is COC(=O)[C@H]1C[C@@H]1[C@H](NC(=O)c1cc(C)on1)c1ccccc1. The result is 0 (non-inhibitor). (5) The molecule is N#C[C@H]1CN[C@H](N)N[C@@H]1N. The result is 0 (non-inhibitor).